From a dataset of Forward reaction prediction with 1.9M reactions from USPTO patents (1976-2016). Predict the product of the given reaction. Given the reactants [NH2:1][C:2]1[C:7]([C:8]#[N:9])=[C:6]([C:10]2[CH:15]=[CH:14][C:13]([O:16][CH2:17][C@H:18]3[CH2:22][O:21][C:20]([CH3:24])([CH3:23])[O:19]3)=[CH:12][CH:11]=2)[C:5]([C:25]#[N:26])=[C:4]([SH:27])[N:3]=1.Cl[CH2:29][C:30]1[N:31]=[C:32]([C:35]2[CH:40]=[CH:39][C:38]([Cl:41])=[CH:37][CH:36]=2)[O:33][CH:34]=1.C(=O)([O-])O.[Na+], predict the reaction product. The product is: [NH2:1][C:2]1[C:7]([C:8]#[N:9])=[C:6]([C:10]2[CH:15]=[CH:14][C:13]([O:16][CH2:17][C@H:18]3[CH2:22][O:21][C:20]([CH3:23])([CH3:24])[O:19]3)=[CH:12][CH:11]=2)[C:5]([C:25]#[N:26])=[C:4]([S:27][CH2:29][C:30]2[N:31]=[C:32]([C:35]3[CH:40]=[CH:39][C:38]([Cl:41])=[CH:37][CH:36]=3)[O:33][CH:34]=2)[N:3]=1.